This data is from Forward reaction prediction with 1.9M reactions from USPTO patents (1976-2016). The task is: Predict the product of the given reaction. (1) Given the reactants C(OC(=O)[N:7]([C:14]1[C:19]([C:20](=[O:28])[NH:21][C:22]2[S:23][CH:24]=[C:25]([CH3:27])[N:26]=2)=[N:18][CH:17]=[CH:16][N:15]=1)[C:8]1[CH:9]=[N:10][CH:11]=[CH:12][CH:13]=1)(C)(C)C.[ClH:30].C(O)C.C(OC(C)C)(C)C, predict the reaction product. The product is: [ClH:30].[ClH:30].[CH3:27][C:25]1[N:26]=[C:22]([NH:21][C:20]([C:19]2[C:14]([NH:7][C:8]3[CH:9]=[N:10][CH:11]=[CH:12][CH:13]=3)=[N:15][CH:16]=[CH:17][N:18]=2)=[O:28])[S:23][CH:24]=1. (2) The product is: [Cl:16][C:17](=[N:18][S:19][N:8]1[C:9]([CH3:14])([CH3:13])[CH2:10][CH2:11][CH2:12][C:7]1([CH3:15])[CH3:6])[C:21]#[N:20]. Given the reactants [Li]CCCC.[CH3:6][C:7]1([CH3:15])[CH2:12][CH2:11][CH2:10][C:9]([CH3:14])([CH3:13])[NH:8]1.[Cl:16][C:17]1[C:21](Cl)=[N:20][S:19][N:18]=1.O, predict the reaction product. (3) Given the reactants [CH2:1]([C@@H:5]1[NH:10][CH2:9][C@H:8]([CH2:11][S:12][CH3:13])[NH:7][C:6]1=[O:14])[CH:2]([CH3:4])[CH3:3].[Cl:15][C:16]1[CH:21]=[CH:20][C:19]([C:22]2[O:26][N:25]=[C:24]([CH:27]=O)[CH:23]=2)=[CH:18][CH:17]=1.C([C@@H]1N(CC2C=C(C3C=CC=CC=3)ON=2)C[C@H](CC(C)C)NC1=O)C(C)C, predict the reaction product. The product is: [Cl:15][C:16]1[CH:17]=[CH:18][C:19]([C:22]2[O:26][N:25]=[C:24]([CH2:27][N:10]3[CH2:9][C@H:8]([CH2:11][S:12][CH3:13])[NH:7][C:6](=[O:14])[C@@H:5]3[CH2:1][CH:2]([CH3:4])[CH3:3])[CH:23]=2)=[CH:20][CH:21]=1.